This data is from Forward reaction prediction with 1.9M reactions from USPTO patents (1976-2016). The task is: Predict the product of the given reaction. (1) Given the reactants [Cl:1][C:2]1[CH:7]=[C:6]([C:8]2[C:13]([CH3:14])=[N:12][CH:11]=[CH:10][N:9]=2)[CH:5]=[CH:4][C:3]=1[C:15]1[C:27](=[O:28])[N:26]([CH:29]2[CH2:33][CH2:32][CH2:31][CH2:30]2)[C:18]2[N:19]=[C:20](S(C)=O)[N:21]=[CH:22][C:17]=2[CH:16]=1.[O:34]1[CH2:39][CH2:38][CH:37]([NH2:40])[CH2:36][CH2:35]1.CCN(C(C)C)C(C)C, predict the reaction product. The product is: [Cl:1][C:2]1[CH:7]=[C:6]([C:8]2[C:13]([CH3:14])=[N:12][CH:11]=[CH:10][N:9]=2)[CH:5]=[CH:4][C:3]=1[C:15]1[C:27](=[O:28])[N:26]([CH:29]2[CH2:33][CH2:32][CH2:31][CH2:30]2)[C:18]2[N:19]=[C:20]([NH:40][CH:37]3[CH2:38][CH2:39][O:34][CH2:35][CH2:36]3)[N:21]=[CH:22][C:17]=2[CH:16]=1. (2) Given the reactants [CH3:1][C:2]1[CH:7]=[CH:6][CH:5]=[CH:4][C:3]=1[C:8]1[C:16]2[O:15][CH:14]([CH2:17][NH2:18])[CH2:13][C:12]=2[CH:11]=[CH:10][CH:9]=1.C(N(C(C)C)CC)(C)C.Cl[C:29]([O:31][CH2:32][C:33]1[CH:38]=[CH:37][CH:36]=[CH:35][CH:34]=1)=[O:30], predict the reaction product. The product is: [CH2:32]([O:31][C:29](=[O:30])[NH:18][CH2:17][CH:14]1[CH2:13][C:12]2[CH:11]=[CH:10][CH:9]=[C:8]([C:3]3[CH:4]=[CH:5][CH:6]=[CH:7][C:2]=3[CH3:1])[C:16]=2[O:15]1)[C:33]1[CH:38]=[CH:37][CH:36]=[CH:35][CH:34]=1. (3) Given the reactants [CH2:1]([C:5]1[CH:10]=[CH:9][C:8](B(O)O)=[CH:7][CH:6]=1)[CH2:2][CH2:3][CH3:4].Br[C:15]1[CH:20]=[CH:19][C:18]([C:21](=[O:26])[C:22]([F:25])([F:24])[F:23])=[CH:17][CH:16]=1.C(=O)([O-])[O-].[Na+].[Na+].[Cl-].[Li+], predict the reaction product. The product is: [CH2:1]([C:5]1[CH:10]=[CH:9][C:8]([C:15]2[CH:20]=[CH:19][C:18]([C:21](=[O:26])[C:22]([F:24])([F:25])[F:23])=[CH:17][CH:16]=2)=[CH:7][CH:6]=1)[CH2:2][CH2:3][CH3:4]. (4) Given the reactants [CH:1]1([C:4]2[CH:12]=[C:11]3[C:7]([CH:8]=[CH:9][N:10]3[C:13]([O:15][C:16]([CH3:19])([CH3:18])[CH3:17])=[O:14])=[CH:6][CH:5]=2)[CH2:3][CH2:2]1.C([O:23][B:24](OC(C)C)[O:25]C(C)C)(C)C.[Li+].CC([N-]C(C)C)C, predict the reaction product. The product is: [C:16]([O:15][C:13]([N:10]1[C:11]2[C:7](=[CH:6][CH:5]=[C:4]([CH:1]3[CH2:2][CH2:3]3)[CH:12]=2)[CH:8]=[C:9]1[B:24]([OH:25])[OH:23])=[O:14])([CH3:19])([CH3:18])[CH3:17].